From a dataset of Catalyst prediction with 721,799 reactions and 888 catalyst types from USPTO. Predict which catalyst facilitates the given reaction. (1) Reactant: [CH2:1]([O:8][C:9](=[O:18])[NH:10][C@H:11]1[CH2:16][CH2:15][C@H:14]([OH:17])[CH2:13][CH2:12]1)[C:2]1[CH:7]=[CH:6][CH:5]=[CH:4][CH:3]=1.N1C=CN=C1.[CH3:24][C:25]([Si:28](Cl)([CH3:30])[CH3:29])([CH3:27])[CH3:26].C([O-])(O)=O.[Na+]. Product: [CH2:1]([O:8][C:9](=[O:18])[NH:10][C@H:11]1[CH2:16][CH2:15][C@H:14]([O:17][Si:28]([C:25]([CH3:27])([CH3:26])[CH3:24])([CH3:30])[CH3:29])[CH2:13][CH2:12]1)[C:2]1[CH:3]=[CH:4][CH:5]=[CH:6][CH:7]=1. The catalyst class is: 3. (2) Product: [Cl:1][C:2]1[C:11]2[C:6](=[CH:7][C:8]([C:12]#[N:13])=[CH:9][CH:10]=2)[C:5]([NH:21][CH2:20][C:19]2[CH:22]=[CH:23][C:24]([O:25][CH3:26])=[C:17]([C:15]#[N:16])[CH:18]=2)=[N:4][N:3]=1. Reactant: [Cl:1][C:2]1[C:11]2[C:6](=[CH:7][C:8]([C:12]#[N:13])=[CH:9][CH:10]=2)[C:5](Cl)=[N:4][N:3]=1.[C:15]([C:17]1[CH:18]=[C:19]([CH:22]=[CH:23][C:24]=1[O:25][CH3:26])[CH2:20][NH2:21])#[N:16].C1CCN2C(=NCCC2)CC1. The catalyst class is: 60. (3) Reactant: [CH3:1][O:2][C:3]1[CH:8]=[CH:7][C:6]([NH2:9])=[CH:5][C:4]=1[CH:10]1[CH2:14][CH2:13][CH2:12][N:11]1[CH3:15].[ClH:16].C(S[C:20]([C:22]1[S:23][CH:24]=[CH:25][CH:26]=1)=[NH:21])C. Product: [ClH:16].[ClH:16].[CH3:1][O:2][C:3]1[CH:8]=[CH:7][C:6]([NH:9][C:20]([C:22]2[S:23][CH:24]=[CH:25][CH:26]=2)=[NH:21])=[CH:5][C:4]=1[CH:10]1[CH2:14][CH2:13][CH2:12][N:11]1[CH3:15]. The catalyst class is: 8. (4) Reactant: [Br:1][C:2]1[CH:11]=[C:10]2[C:5]([CH2:6][CH2:7][C:8](=O)[CH2:9]2)=[CH:4][C:3]=1[F:13].[BH3-]C#[N:16].[Na+]. Product: [Br:1][C:2]1[CH:11]=[C:10]2[C:5]([CH2:6][CH2:7][CH:8]([NH2:16])[CH2:9]2)=[CH:4][C:3]=1[F:13]. The catalyst class is: 5. (5) Reactant: [C:1](O[BH-](OC(=O)C)OC(=O)C)(=O)C.[Na+].[Cl:15][C:16]1[C:21]([NH:22][C:23]2[C:32]3[C:27](=[CH:28][C:29]([O:40][CH:41]([CH3:43])[CH3:42])=[CH:30][C:31]=3[O:33][CH:34]3[CH2:39][CH2:38][NH:37][CH2:36][CH2:35]3)[N:26]=[CH:25][N:24]=2)=[C:20]2[O:44][CH2:45][O:46][C:19]2=[CH:18][CH:17]=1.C=O.C(O)(=O)C. Product: [Cl:15][C:16]1[C:21]([NH:22][C:23]2[C:32]3[C:27](=[CH:28][C:29]([O:40][CH:41]([CH3:42])[CH3:43])=[CH:30][C:31]=3[O:33][CH:34]3[CH2:35][CH2:36][N:37]([CH3:1])[CH2:38][CH2:39]3)[N:26]=[CH:25][N:24]=2)=[C:20]2[O:44][CH2:45][O:46][C:19]2=[CH:18][CH:17]=1. The catalyst class is: 100. (6) Reactant: [NH2:1][C:2]1[C:7]([O:8][CH2:9][C:10]2[CH:15]=[CH:14][CH:13]=[CH:12][CH:11]=2)=[CH:6][CH:5]=[CH:4][C:3]=1[NH:16][C:17]([C:19]1([NH:34]C(=O)OC(C)(C)C)[CH2:24][CH2:23][N:22]([C:25]2[C:26]3[CH:33]=[CH:32][NH:31][C:27]=3[N:28]=[CH:29][N:30]=2)[CH2:21][CH2:20]1)=O.NC1C=CC=C(OCC2C=CC=CC=2)C=1NC(C1(NC(=O)OC(C)(C)C)CCN(C2C3C=CNC=3N=CN=2)CC1)=O.Cl. Product: [CH2:9]([O:8][C:7]1[C:2]2[NH:1][C:17]([C:19]3([NH2:34])[CH2:20][CH2:21][N:22]([C:25]4[C:26]5[CH:33]=[CH:32][NH:31][C:27]=5[N:28]=[CH:29][N:30]=4)[CH2:23][CH2:24]3)=[N:16][C:3]=2[CH:4]=[CH:5][CH:6]=1)[C:10]1[CH:15]=[CH:14][CH:13]=[CH:12][CH:11]=1. The catalyst class is: 37.